This data is from Experimentally validated miRNA-target interactions with 360,000+ pairs, plus equal number of negative samples. The task is: Binary Classification. Given a miRNA mature sequence and a target amino acid sequence, predict their likelihood of interaction. (1) The miRNA is hsa-miR-4750-3p with sequence CCUGACCCACCCCCUCCCGCAG. The protein sequence of the target gene is MAKPYEFNWQKEVPSFLQEGAVFDRYEEESFVFEPNCLFKVDEFGFFLTWRSEGKEGQVLECSLINSIRSGAIPKDPKILAALEAVGKSENDLEGRIVCVCSGTDLVNISFTYMVAENPEVTKQWVEGLRSIIHNFRANNVSPMTCLKKHWMKLAFMTNTNGKIPVRSITRTFASGKTEKVIFQALKELGLPSGKNDEIEPTAFSYEKFYELTQKICPRTDIEDLFKKINGDKTDYLTVDQLVSFLNEHQRDPRLNEILFPFYDAKRAMQIIEMYEPDEDLKKKGLISSDGFCRYLMSDE.... Result: 0 (no interaction). (2) The miRNA is mmu-miR-653-5p with sequence GUGUUGAAACAAUCUCUACUG. The protein sequence of the target gene is MGNCHTVGPNEALVVSGGCCGSDYKQYVFGGWAWAWWCISDTQRISLEIMTLQPRCEDVETAEGVALTVTGVAQVKIMTEKELLAVACEQFLGKNVQDIKNVVLQTLEGHLRSILGTLTVEQIYQDRDQFAKLVREVAAPDVGRMGIEILSFTIKDVYDKVDYLSSLGKTQTAVVQRDADIGVAEAERDAGIREAECKKEMLDVKFMADTKIADSKRAFELQKSAFSEEVNIKTAEAQLAYELQGAREQQKIRQEEIEIEVVQRKKQIAVEAQEILRTDKELIATVRRPAEAEAHRIQQI.... Result: 0 (no interaction).